Dataset: Full USPTO retrosynthesis dataset with 1.9M reactions from patents (1976-2016). Task: Predict the reactants needed to synthesize the given product. Given the product [CH3:16][O:14][CH2:10][CH2:11][O:9][C:3]1[CH:4]=[CH:5][CH:6]=[C:7]([CH3:8])[C:2]=1[CH3:1], predict the reactants needed to synthesize it. The reactants are: [CH3:1][C:2]1[C:7]([CH3:8])=[CH:6][CH:5]=[CH:4][C:3]=1[OH:9].[CH2:10](Br)[CH:11]=C.[OH-:14].[K+].[C:16](#N)C.